This data is from Catalyst prediction with 721,799 reactions and 888 catalyst types from USPTO. The task is: Predict which catalyst facilitates the given reaction. (1) The catalyst class is: 74. Reactant: [Br:1][C:2]1[CH:11]=[CH:10][C:5]([C:6]([O:8]C)=[O:7])=[C:4]([CH3:12])[C:3]=1[O:13][CH3:14].Cl. Product: [Br:1][C:2]1[CH:11]=[CH:10][C:5]([C:6]([OH:8])=[O:7])=[C:4]([CH3:12])[C:3]=1[O:13][CH3:14]. (2) Reactant: [NH:1]1[C:9]2[C:4](=[CH:5][CH:6]=[CH:7][CH:8]=2)[C:3]([CH2:10][C:11]([N:13]2[CH2:22][CH2:21][C:20]3[C:15](=[CH:16][CH:17]=[C:18]([C:23]([NH:25][O:26]C4CCCCO4)=[O:24])[CH:19]=3)[CH2:14]2)=[O:12])=[CH:2]1.[ClH:33]. Product: [ClH:33].[OH:26][NH:25][C:23]([C:18]1[CH:19]=[C:20]2[C:15](=[CH:16][CH:17]=1)[CH2:14][N:13]([C:11](=[O:12])[CH2:10][C:3]1[C:4]3[C:9](=[CH:8][CH:7]=[CH:6][CH:5]=3)[NH:1][CH:2]=1)[CH2:22][CH2:21]2)=[O:24]. The catalyst class is: 24.